Regression. Given two drug SMILES strings and cell line genomic features, predict the synergy score measuring deviation from expected non-interaction effect. From a dataset of NCI-60 drug combinations with 297,098 pairs across 59 cell lines. Drug 1: CC(C1=C(C=CC(=C1Cl)F)Cl)OC2=C(N=CC(=C2)C3=CN(N=C3)C4CCNCC4)N. Drug 2: CC(C)CN1C=NC2=C1C3=CC=CC=C3N=C2N. Cell line: HT29. Synergy scores: CSS=6.36, Synergy_ZIP=-0.357, Synergy_Bliss=-1.38, Synergy_Loewe=-7.73, Synergy_HSA=-4.34.